This data is from Full USPTO retrosynthesis dataset with 1.9M reactions from patents (1976-2016). The task is: Predict the reactants needed to synthesize the given product. (1) The reactants are: [CH3:1][NH:2][C:3]1[CH:18]=[CH:17][C:6]([O:7][C:8]2[CH:13]=[CH:12][N:11]=[C:10]([C:14]([NH2:16])=[O:15])[CH:9]=2)=[CH:5][C:4]=1[N+:19]([O-])=O. Given the product [NH2:19][C:4]1[CH:5]=[C:6]([CH:17]=[CH:18][C:3]=1[NH:2][CH3:1])[O:7][C:8]1[CH:13]=[CH:12][N:11]=[C:10]([C:14]([NH2:16])=[O:15])[CH:9]=1, predict the reactants needed to synthesize it. (2) Given the product [Cl:17][C:18]1[CH:23]=[CH:22][C:21]([C:24]2[N:25]([CH2:33][CH:34]([OH:39])[C:35]([F:37])([F:38])[F:36])[C:26](=[O:32])[N:27]([CH2:29][C:30]3[N:13]=[N:14][N:15]([CH2:6][C:5]4[CH:8]=[CH:9][CH:10]=[C:3]([C:2]([F:12])([F:11])[F:1])[CH:4]=4)[CH:31]=3)[N:28]=2)=[CH:20][CH:19]=1, predict the reactants needed to synthesize it. The reactants are: [F:1][C:2]([F:12])([F:11])[C:3]1[CH:4]=[C:5]([CH:8]=[CH:9][CH:10]=1)[CH2:6]Br.[N-:13]=[N+:14]=[N-:15].[Na+].[Cl:17][C:18]1[CH:23]=[CH:22][C:21]([C:24]2[N:25]([CH2:33][CH:34]([OH:39])[C:35]([F:38])([F:37])[F:36])[C:26](=[O:32])[N:27]([CH2:29][C:30]#[CH:31])[N:28]=2)=[CH:20][CH:19]=1. (3) Given the product [F:19][C:18]1[CH:17]=[CH:16][C:15]([F:20])=[C:14]2[C:13]=1[C:25]([NH:1][CH2:2][CH2:3][C:4]1[CH:9]=[CH:8][C:7]([OH:10])=[CH:6][CH:5]=1)=[N:23][CH:22]=[N:21]2, predict the reactants needed to synthesize it. The reactants are: [NH2:1][CH2:2][CH2:3][C:4]1[CH:9]=[CH:8][C:7]([OH:10])=[CH:6][CH:5]=1.C([C:13]1[C:18]([F:19])=[CH:17][CH:16]=[C:15]([F:20])[C:14]=1[N:21]=[CH:22][N:23]([CH3:25])C)#N.C(O)(=O)C. (4) Given the product [OH:34][C@@H:33]([CH2:32][OH:31])[CH2:35][O:36][NH:37][C:20]([C:11]1[C:12](=[O:19])[N:13]([CH3:18])[C:14](=[O:17])[N:15]([CH3:16])[C:10]=1[NH:9][C:3]1[CH:4]=[CH:5][C:6]([I:8])=[CH:7][C:2]=1[F:1])=[O:21], predict the reactants needed to synthesize it. The reactants are: [F:1][C:2]1[CH:7]=[C:6]([I:8])[CH:5]=[CH:4][C:3]=1[NH:9][C:10]1[N:15]([CH3:16])[C:14](=[O:17])[N:13]([CH3:18])[C:12](=[O:19])[C:11]=1[C:20](OC1C=CC=CC=1)=[O:21].CC1(C)[O:34][C@H:33]([CH2:35][O:36][NH2:37])[CH2:32][O:31]1. (5) Given the product [NH:7]1[C:8]2[C:13](=[CH:12][CH:11]=[CH:10][CH:9]=2)[C:5]([C:3](=[O:4])[CH2:2][NH:15][CH3:14])=[CH:6]1, predict the reactants needed to synthesize it. The reactants are: Br[CH2:2][C:3]([C:5]1[C:13]2[C:8](=[CH:9][CH:10]=[CH:11][CH:12]=2)[NH:7][CH:6]=1)=[O:4].[CH3:14][NH2:15].[BH4-].[Na+].O. (6) Given the product [Cl:3][C:4]1[N:5]=[CH:6][C:7]([C:10]2[N:11]=[CH:12][N:13]([CH2:16][CH2:17][CH2:18][CH2:19][N:20]3[C:24](=[O:25])[C:23]4[C:22](=[CH:29][CH:28]=[CH:27][CH:26]=4)[C:21]3=[O:30])[CH:14]=2)=[CH:8][N:9]=1, predict the reactants needed to synthesize it. The reactants are: [H-].[Na+].[Cl:3][C:4]1[N:9]=[CH:8][C:7]([C:10]2[N:11]=[CH:12][NH:13][CH:14]=2)=[CH:6][N:5]=1.Br[CH2:16][CH2:17][CH2:18][CH2:19][N:20]1[C:24](=[O:25])[C:23]2=[CH:26][CH:27]=[CH:28][CH:29]=[C:22]2[C:21]1=[O:30]. (7) Given the product [Cl:1][C:2]1[N:10]=[C:9]([O:15][CH2:13][CH3:12])[CH:8]=[CH:7][C:3]=1[C:4]([OH:6])=[O:5], predict the reactants needed to synthesize it. The reactants are: [Cl:1][C:2]1[N:10]=[C:9](Cl)[CH:8]=[CH:7][C:3]=1[C:4]([OH:6])=[O:5].[CH3:12][C:13](C)([O-:15])C.[K+].